Dataset: Forward reaction prediction with 1.9M reactions from USPTO patents (1976-2016). Task: Predict the product of the given reaction. Given the reactants [CH2:1]([O:3][C:4](=[O:33])[CH2:5][NH:6][CH2:7][C:8]1[CH:13]=[CH:12][CH:11]=[C:10]([O:14][CH2:15][CH2:16][C:17]2[N:18]=[C:19]([C:23]3[CH:28]=[CH:27][C:26]([C:29]([F:32])([F:31])[F:30])=[CH:25][CH:24]=3)[O:20][C:21]=2[CH3:22])[CH:9]=1)[CH3:2].C(N(CC)CC)C.[C:41]([NH:45][S:46](Cl)(=[O:48])=[O:47])([CH3:44])([CH3:43])[CH3:42], predict the reaction product. The product is: [CH2:1]([O:3][C:4](=[O:33])[CH2:5][N:6]([S:46]([NH:45][C:41]([CH3:44])([CH3:43])[CH3:42])(=[O:48])=[O:47])[CH2:7][C:8]1[CH:13]=[CH:12][CH:11]=[C:10]([O:14][CH2:15][CH2:16][C:17]2[N:18]=[C:19]([C:23]3[CH:28]=[CH:27][C:26]([C:29]([F:30])([F:32])[F:31])=[CH:25][CH:24]=3)[O:20][C:21]=2[CH3:22])[CH:9]=1)[CH3:2].